Dataset: Forward reaction prediction with 1.9M reactions from USPTO patents (1976-2016). Task: Predict the product of the given reaction. (1) Given the reactants [OH-].[K+].[CH3:3][C:4]1[C:8]2[CH:9]=[CH:10][C:11]([O:13][CH3:14])=[CH:12][C:7]=2[S:6][C:5]=1[CH:15]([CH2:22][CH2:23][CH2:24][CH3:25])[CH2:16][C:17]([O:19]CC)=[O:18], predict the reaction product. The product is: [CH3:3][C:4]1[C:8]2[CH:9]=[CH:10][C:11]([O:13][CH3:14])=[CH:12][C:7]=2[S:6][C:5]=1[CH:15]([CH2:22][CH2:23][CH2:24][CH3:25])[CH2:16][C:17]([OH:19])=[O:18]. (2) Given the reactants [CH3:1][O:2][C:3]([C:5]1[C:6]([C:12]2[CH:17]=[CH:16][C:15]([O:18][CH3:19])=[CH:14][C:13]=2[C:20]([F:23])([F:22])[F:21])=[CH:7][CH:8]=[C:9]([CH3:11])[CH:10]=1)=[O:4].C1C(=O)N([Br:31])C(=O)C1.C(OOC(=O)C1C=CC=CC=1)(=O)C1C=CC=CC=1, predict the reaction product. The product is: [CH3:1][O:2][C:3]([C:5]1[C:6]([C:12]2[CH:17]=[CH:16][C:15]([O:18][CH3:19])=[CH:14][C:13]=2[C:20]([F:22])([F:21])[F:23])=[CH:7][CH:8]=[C:9]([CH2:11][Br:31])[CH:10]=1)=[O:4]. (3) Given the reactants [CH:1]1([CH2:4][O:5][C:6]2[N:11]=[C:10]([C:12]([OH:14])=O)[CH:9]=[CH:8][C:7]=2[N:15]2[CH2:18][C:17]([F:20])([F:19])[CH2:16]2)[CH2:3][CH2:2]1.[NH2:21][CH:22]([CH2:31][CH:32]([CH3:34])[CH3:33])[CH2:23][C:24]([O:26][C:27]([CH3:30])([CH3:29])[CH3:28])=[O:25].CN(C(ON1N=NC2C=CC=CC1=2)=[N+](C)C)C.[B-](F)(F)(F)F.CCN(C(C)C)C(C)C, predict the reaction product. The product is: [CH:1]1([CH2:4][O:5][C:6]2[N:11]=[C:10]([C:12]([NH:21][CH:22]([CH2:31][CH:32]([CH3:34])[CH3:33])[CH2:23][C:24]([O:26][C:27]([CH3:28])([CH3:29])[CH3:30])=[O:25])=[O:14])[CH:9]=[CH:8][C:7]=2[N:15]2[CH2:18][C:17]([F:20])([F:19])[CH2:16]2)[CH2:2][CH2:3]1. (4) Given the reactants [Cl:1][C:2]1[CH:3]=[N:4][CH:5]=[C:6]([Cl:20])[C:7]=1[S:8][C:9]1[S:13][C:12]([C:14]([OH:16])=O)=[CH:11][C:10]=1[N+:17]([O-:19])=[O:18].[CH:21]([N:24]1[CH2:29][CH2:28][CH:27]([NH2:30])[CH2:26][CH2:25]1)([CH3:23])[CH3:22], predict the reaction product. The product is: [Cl:20][C:6]1[CH:5]=[N:4][CH:3]=[C:2]([Cl:1])[C:7]=1[S:8][C:9]1[S:13][C:12]([C:14]([NH:30][CH:27]2[CH2:28][CH2:29][N:24]([CH:21]([CH3:23])[CH3:22])[CH2:25][CH2:26]2)=[O:16])=[CH:11][C:10]=1[N+:17]([O-:19])=[O:18]. (5) Given the reactants [C:1]([O:5][C:6]([NH:8][CH2:9][C:10]([NH:12][C:13]1[N:21]=[C:20]2[C:16]([C:17]([C:29]3[CH:34]=[CH:33][N:32]=[CH:31][CH:30]=3)=[C:18]([C:22]3[CH:27]=[CH:26][C:25]([F:28])=[CH:24][CH:23]=3)[NH:19]2)=[CH:15][CH:14]=1)=[O:11])=[O:7])([CH3:4])([CH3:3])[CH3:2].Cl[C:36]([O:38][CH2:39][CH:40]([CH3:42])[CH3:41])=[O:37].CN1CCOCC1.C(=O)([O-])[O-].[K+].[K+], predict the reaction product. The product is: [C:1]([O:5][C:6]([NH:8][CH2:9][C:10]([NH:12][C:13]1[N:21]=[C:20]2[C:16]([C:17]([C:29]3[CH:30]=[CH:31][N:32]=[CH:33][CH:34]=3)=[C:18]([C:22]3[CH:27]=[CH:26][C:25]([F:28])=[CH:24][CH:23]=3)[N:19]2[C:36]([O:38][CH2:39][CH:40]([CH3:42])[CH3:41])=[O:37])=[CH:15][CH:14]=1)=[O:11])=[O:7])([CH3:4])([CH3:2])[CH3:3]. (6) Given the reactants [CH3:1][C:2]1[C:11]2[C:6](=[CH:7][CH:8]=[CH:9][CH:10]=2)[C:5]([C:12]2[O:13][C:14](=[O:22])[C:15]3[N:21]=[CH:20][CH:19]=[CH:18][C:16]=3[N:17]=2)=[CH:4][CH:3]=1.[CH:23]1([CH2:27][NH2:28])[CH2:26][CH2:25][CH2:24]1, predict the reaction product. The product is: [CH:23]1([CH2:27][NH:28][C:14]([C:15]2[C:16]([NH:17][C:12]([C:5]3[C:6]4[C:11](=[CH:10][CH:9]=[CH:8][CH:7]=4)[C:2]([CH3:1])=[CH:3][CH:4]=3)=[O:13])=[CH:18][CH:19]=[CH:20][N:21]=2)=[O:22])[CH2:26][CH2:25][CH2:24]1. (7) The product is: [Br:34][CH2:35][CH2:36][CH2:37][CH2:38][O:21][C:15]1[CH:14]=[C:13]2[C:18]([C:9]([O:8][C:6]3[CH:5]=[CH:4][C:3]([NH:22][C:23](=[O:27])[N:24]([CH3:26])[CH3:25])=[C:2]([Cl:1])[CH:7]=3)=[N:10][CH:11]=[N:12]2)=[CH:17][C:16]=1[O:19][CH3:20]. Given the reactants [Cl:1][C:2]1[CH:7]=[C:6]([O:8][C:9]2[C:18]3[C:13](=[CH:14][C:15]([OH:21])=[C:16]([O:19][CH3:20])[CH:17]=3)[N:12]=[CH:11][N:10]=2)[CH:5]=[CH:4][C:3]=1[NH:22][C:23](=[O:27])[N:24]([CH3:26])[CH3:25].C(=O)([O-])[O-].[K+].[K+].[Br:34][CH2:35][CH2:36][CH2:37][CH2:38]Br.O, predict the reaction product. (8) Given the reactants C(O)(C(F)(F)F)=O.[CH2:8]([C@H:15]1[N:20]([C:21]([C:23]2[N:24]=[CH:25][N:26]([CH:34]3[CH2:39][CH2:38][CH2:37][N:36]([S:40]([C:43]4[CH:48]=[CH:47][CH:46]=[CH:45][CH:44]=4)(=[O:42])=[O:41])[CH2:35]3)[C:27]=2[C:28]2[CH:33]=[CH:32][CH:31]=[CH:30][CH:29]=2)=[O:22])[CH2:19][CH2:18][N:17](C(OC(C)(C)C)=O)[CH2:16]1)[C:9]1[CH:14]=[CH:13][CH:12]=[CH:11][CH:10]=1, predict the reaction product. The product is: [CH2:8]([C@@H:15]1[CH2:16][NH:17][CH2:18][CH2:19][N:20]1[C:21]([C:23]1[N:24]=[CH:25][N:26]([CH:34]2[CH2:39][CH2:38][CH2:37][N:36]([S:40]([C:43]3[CH:48]=[CH:47][CH:46]=[CH:45][CH:44]=3)(=[O:42])=[O:41])[CH2:35]2)[C:27]=1[C:28]1[CH:29]=[CH:30][CH:31]=[CH:32][CH:33]=1)=[O:22])[C:9]1[CH:14]=[CH:13][CH:12]=[CH:11][CH:10]=1.